From a dataset of Reaction yield outcomes from USPTO patents with 853,638 reactions. Predict the reaction yield, written as a fraction of the theoretical maximum amount of product (1.0 means a 100% yield; for example, 0.34 means a 34% yield). (1) The reactants are [CH3:1][O:2][C:3](=[O:13])[C:4]([CH3:12])([CH3:11])[CH2:5][CH2:6][C:7]([O:9]C)=[O:8].[OH-].[K+]. The catalyst is CO. The product is [CH3:1][O:2][C:3](=[O:13])[C:4]([CH3:11])([CH3:12])[CH2:5][CH2:6][C:7]([OH:9])=[O:8]. The yield is 0.880. (2) The reactants are Br[C:2]1[CH:9]=[CH:8][C:5]([CH:6]=[O:7])=[CH:4][CH:3]=1.[C:10]([C:12]1[CH:17]=[CH:16][C:15]([CH2:18][CH2:19][CH2:20][CH2:21][CH2:22][CH3:23])=[CH:14][CH:13]=1)#[CH:11].CCN(CC)CC. The catalyst is C1COCC1.Cl[Pd](Cl)([P](C1C=CC=CC=1)(C1C=CC=CC=1)C1C=CC=CC=1)[P](C1C=CC=CC=1)(C1C=CC=CC=1)C1C=CC=CC=1.[Cu]Br.C1(P(C2C=CC=CC=2)C2C=CC=CC=2)C=CC=CC=1. The product is [CH2:18]([C:15]1[CH:14]=[CH:13][C:12]([C:10]#[C:11][C:2]2[CH:9]=[CH:8][C:5]([CH:6]=[O:7])=[CH:4][CH:3]=2)=[CH:17][CH:16]=1)[CH2:19][CH2:20][CH2:21][CH2:22][CH3:23]. The yield is 0.910. (3) The yield is 0.960. The product is [Br:1][C:2]1[CH:10]=[CH:9][C:5]([C:6]([O:8][C:15]([CH3:18])([CH3:17])[CH3:16])=[O:7])=[C:4]([CH3:11])[CH:3]=1. The catalyst is CC(O)(C)C. The reactants are [Br:1][C:2]1[CH:10]=[CH:9][C:5]([C:6]([OH:8])=[O:7])=[C:4]([CH3:11])[CH:3]=1.C(OC(O[C:15]([CH3:18])([CH3:17])[CH3:16])=O)(O[C:15]([CH3:18])([CH3:17])[CH3:16])=O.O.C(=O)([O-])[O-].[K+].[K+]. (4) The reactants are FC(F)(F)C(O)=O.C(O[C:13]([N:15](C)[CH2:16][CH:17]([C:26]([OH:33])([C:31]#[CH:32])[C:27](OC)=[O:28])[O:18][Si:19]([C:22]([CH3:25])([CH3:24])[CH3:23])([CH3:21])[CH3:20])=O)(C)(C)C.C(N(CC)CC)C. The catalyst is ClCCl. The product is [Si:19]([O:18][CH:17]1[CH2:16][N:15]([CH3:13])[C:27](=[O:28])[C:26]1([C:31]#[CH:32])[OH:33])([C:22]([CH3:25])([CH3:24])[CH3:23])([CH3:21])[CH3:20]. The yield is 0.750. (5) The reactants are Cl.[CH3:2][O:3][C:4](=[O:10])[C@H:5]([C@@H:7]([CH3:9])[OH:8])[NH2:6].[CH3:11][C:12]1[CH:13]=[C:14]([CH:18]=[CH:19][C:20]=1[N+:21]([O-:23])=[O:22])[C:15](O)=[O:16].CCN=C=NCCCN(C)C.Cl.C(N(CC)C(C)C)(C)C. The catalyst is CN(C1C=CN=CC=1)C.ClCCl. The product is [CH3:2][O:3][C:4](=[O:10])[C@H:5]([C@@H:7]([CH3:9])[OH:8])[NH:6][C:15](=[O:16])[C:14]1[CH:18]=[CH:19][C:20]([N+:21]([O-:23])=[O:22])=[C:12]([CH3:11])[CH:13]=1. The yield is 0.900. (6) The yield is 0.750. The catalyst is C(Cl)(Cl)Cl. The product is [F:12][C:13]1[CH:29]=[CH:28][CH:27]=[C:26]([F:30])[C:14]=1[CH2:15][S:16]([C:18]1[CH2:22][C:21]([CH2:24][CH3:25])([CH3:23])[O:20][N:19]=1)(=[O:9])=[O:17]. The reactants are ClC1C=CC=C(C(OO)=[O:9])C=1.[F:12][C:13]1[CH:29]=[CH:28][CH:27]=[C:26]([F:30])[C:14]=1[CH2:15][S:16]([C:18]1[CH2:22][C:21]([CH2:24][CH3:25])([CH3:23])[O:20][N:19]=1)=[O:17].O.